From a dataset of Catalyst prediction with 721,799 reactions and 888 catalyst types from USPTO. Predict which catalyst facilitates the given reaction. Reactant: C(OC([NH:8][C@@:9]1([C:18]([OH:20])=[O:19])[CH2:11][C@@H:10]1[C:12]1[CH:17]=[CH:16][CH:15]=[CH:14][CH:13]=1)=O)(C)(C)C.[F:21][C:22]([F:27])([F:26])[C:23]([OH:25])=[O:24]. Product: [F:21][C:22]([F:27])([F:26])[C:23]([OH:25])=[O:24].[CH2:22]([O:20][C:18]([C@:9]1([NH2:8])[CH2:11][C@@H:10]1[C:12]1[CH:13]=[CH:14][CH:15]=[CH:16][CH:17]=1)=[O:19])[CH3:23]. The catalyst class is: 8.